Dataset: Full USPTO retrosynthesis dataset with 1.9M reactions from patents (1976-2016). Task: Predict the reactants needed to synthesize the given product. Given the product [OH:1][C:2]1[C:7]2=[N:8][C:9]([CH3:16])=[C:10]([CH2:13][CH2:14][OH:24])[C:11](=[O:12])[N:6]2[CH:5]=[CH:4][CH:3]=1, predict the reactants needed to synthesize it. The reactants are: [OH:1][C:2]1[C:7]2=[N:8][C:9]([CH3:16])=[C:10]([CH2:13][CH2:14]Cl)[C:11](=[O:12])[N:6]2[CH:5]=[CH:4][CH:3]=1.NC1C([OH:24])=CC=CN=1.C(C1CCOC1=O)(=O)C.C1(C)C=CC(S(O)(=O)=O)=CC=1.